Dataset: NCI-60 drug combinations with 297,098 pairs across 59 cell lines. Task: Regression. Given two drug SMILES strings and cell line genomic features, predict the synergy score measuring deviation from expected non-interaction effect. (1) Drug 1: CC1=C(C(=CC=C1)Cl)NC(=O)C2=CN=C(S2)NC3=CC(=NC(=N3)C)N4CCN(CC4)CCO. Drug 2: C1CN(P(=O)(OC1)NCCCl)CCCl. Cell line: SN12C. Synergy scores: CSS=19.0, Synergy_ZIP=-7.24, Synergy_Bliss=-2.37, Synergy_Loewe=-45.0, Synergy_HSA=-4.37. (2) Drug 1: CCN(CC)CCNC(=O)C1=C(NC(=C1C)C=C2C3=C(C=CC(=C3)F)NC2=O)C. Drug 2: C(CN)CNCCSP(=O)(O)O. Cell line: CAKI-1. Synergy scores: CSS=16.0, Synergy_ZIP=-4.69, Synergy_Bliss=-3.38, Synergy_Loewe=-28.1, Synergy_HSA=-5.82.